This data is from Catalyst prediction with 721,799 reactions and 888 catalyst types from USPTO. The task is: Predict which catalyst facilitates the given reaction. Reactant: C(OC([N:11]1[CH2:16][CH2:15][CH:14]([C:17]([NH:19][C:20]2[S:21][C:22]([N:30]3[CH2:35][CH2:34][O:33][CH2:32][CH2:31]3)=[C:23]([C:25]3[O:26][CH:27]=[CH:28][CH:29]=3)[N:24]=2)=[O:18])[CH2:13][CH2:12]1)=O)C1C=CC=CC=1.CSC.N. Product: [O:26]1[CH:27]=[CH:28][CH:29]=[C:25]1[C:23]1[N:24]=[C:20]([NH:19][C:17]([CH:14]2[CH2:15][CH2:16][NH:11][CH2:12][CH2:13]2)=[O:18])[S:21][C:22]=1[N:30]1[CH2:35][CH2:34][O:33][CH2:32][CH2:31]1. The catalyst class is: 4.